Dataset: Forward reaction prediction with 1.9M reactions from USPTO patents (1976-2016). Task: Predict the product of the given reaction. (1) Given the reactants [CH3:1][O:2][C:3]([C:5]1[CH:15]=[C:14]([O:16][C:17]2[CH:22]=[CH:21][C:20]([S:23]([CH3:26])(=[O:25])=[O:24])=[C:19](Cl)[CH:18]=2)[C:8]2[CH2:9][C:10]([CH3:13])([CH3:12])[O:11][C:7]=2[CH:6]=1)=[O:4].[Cl:28]C1C=C(S(C)(=O)=O)C=CC=1F.COC(C1C=C(O)C2CC(C)(C)OC=2C=1)=O, predict the reaction product. The product is: [CH3:1][O:2][C:3]([C:5]1[CH:15]=[C:14]([O:16][C:17]2[CH:22]=[CH:21][C:20]([S:23]([CH3:26])(=[O:25])=[O:24])=[CH:19][C:18]=2[Cl:28])[C:8]2[CH2:9][C:10]([CH3:12])([CH3:13])[O:11][C:7]=2[CH:6]=1)=[O:4]. (2) Given the reactants Cl[C:2]1[C:3](=[O:27])[O:4][C:5]([CH2:14][CH2:15][C:16]2[CH:21]=[CH:20][C:19]([O:22][CH:23]([CH3:25])[CH3:24])=[C:18]([Cl:26])[CH:17]=2)([CH:9]2[CH2:13][CH2:12][CH2:11][CH2:10]2)[CH2:6][C:7]=1[OH:8].ClC1C(=O)OC(CCC2CCCCC=2)(C2CCCC2)CC=1O.[Cl:50][C:51]1[CH:60]=[CH:59][C:54]2[N:55]=[C:56]([SH:58])[NH:57][C:53]=2[CH:52]=1.N1C=CC(C2NC(S)=NN=2)=CC=1, predict the reaction product. The product is: [Cl:50][C:51]1[CH:60]=[CH:59][C:54]2[NH:55][C:56]([S:58][C:2]3[C:3](=[O:27])[O:4][C:5]([CH2:14][CH2:15][C:16]4[CH:21]=[CH:20][C:19]([O:22][CH:23]([CH3:24])[CH3:25])=[C:18]([Cl:26])[CH:17]=4)([CH:9]4[CH2:10][CH2:11][CH2:12][CH2:13]4)[CH2:6][C:7]=3[OH:8])=[N:57][C:53]=2[CH:52]=1. (3) Given the reactants C([O:3][C:4](=[O:19])[C:5]1[CH:10]=[C:9]([C:11]#[C:12][C:13]2[CH:18]=[CH:17][CH:16]=[CH:15][CH:14]=2)[CH:8]=[N:7][CH:6]=1)C.[OH-].[Na+], predict the reaction product. The product is: [C:13]1([C:12]#[C:11][C:9]2[CH:8]=[N:7][CH:6]=[C:5]([CH:10]=2)[C:4]([OH:19])=[O:3])[CH:14]=[CH:15][CH:16]=[CH:17][CH:18]=1. (4) Given the reactants [C:1]([NH:4][C:5]1[CH:6]=[CH:7][C:8]([CH3:18])=[C:9]([NH:11]C(=O)C(F)(F)F)[CH:10]=1)(=[O:3])[CH3:2].C(=O)([O-])[O-].[Na+].[Na+].O, predict the reaction product. The product is: [NH2:11][C:9]1[CH:10]=[C:5]([NH:4][C:1](=[O:3])[CH3:2])[CH:6]=[CH:7][C:8]=1[CH3:18]. (5) Given the reactants Cl[C:2]1[C:3](=[O:13])[N:4]([CH2:9][CH2:10][S:11][CH3:12])[CH:5]=[C:6]([Cl:8])[N:7]=1.[Cl:14][C:15]1[CH:16]=[C:17]2[C:21](=[C:22]([Cl:24])[CH:23]=1)[NH:20][CH2:19][CH2:18]2, predict the reaction product. The product is: [Cl:8][C:6]1[N:7]=[C:2]([N:20]2[C:21]3[C:17](=[CH:16][C:15]([Cl:14])=[CH:23][C:22]=3[Cl:24])[CH2:18][CH2:19]2)[C:3](=[O:13])[N:4]([CH2:9][CH2:10][S:11][CH3:12])[CH:5]=1. (6) Given the reactants Br[C:2]1[CH:8]=[C:7]([F:9])[C:5]([NH2:6])=[C:4]([F:10])[CH:3]=1.[CH2:11]([O:15][C:16]1[CH:17]=[C:18](B(O)O)[CH:19]=[CH:20][CH:21]=1)[CH2:12][CH2:13][CH3:14], predict the reaction product. The product is: [F:10][C:4]1[CH:3]=[C:2]([C:20]2[CH:19]=[CH:18][CH:17]=[C:16]([O:15][CH2:11][CH2:12][CH2:13][CH3:14])[CH:21]=2)[CH:8]=[C:7]([F:9])[C:5]=1[NH2:6]. (7) The product is: [Cl:19][C:20]1[CH:25]=[C:24]([C:2]2[N:7]=[C:6]([CH3:8])[CH:5]=[C:4]([C:9]3[CH:10]=[N:11][C:12]([C:15]([F:18])([F:17])[F:16])=[CH:13][CH:14]=3)[N:3]=2)[CH:23]=[CH:22][N:21]=1. Given the reactants Cl[C:2]1[N:7]=[C:6]([CH3:8])[CH:5]=[C:4]([C:9]2[CH:10]=[N:11][C:12]([C:15]([F:18])([F:17])[F:16])=[CH:13][CH:14]=2)[N:3]=1.[Cl:19][C:20]1[CH:25]=[C:24](B(O)O)[CH:23]=[CH:22][N:21]=1, predict the reaction product. (8) Given the reactants [Cl:1][C:2]1[CH:3]=[CH:4][C:5]([O:25][CH:26]([F:28])[F:27])=[C:6]([C:8]2[C:13]([O:14][CH3:15])=[CH:12][N:11]([CH:16]([CH2:20][CH2:21][O:22][CH3:23])[C:17](O)=[O:18])[C:10](=[O:24])[CH:9]=2)[CH:7]=1.[NH2:29][C:30]1[CH:38]=[C:37]2[C:33]([C:34](=[O:47])[N:35]([CH3:46])[N:36]2[C:39]([O:41][C:42]([CH3:45])([CH3:44])[CH3:43])=[O:40])=[CH:32][CH:31]=1, predict the reaction product. The product is: [Cl:1][C:2]1[CH:3]=[CH:4][C:5]([O:25][CH:26]([F:28])[F:27])=[C:6]([C:8]2[C:13]([O:14][CH3:15])=[CH:12][N:11]([CH:16]([CH2:20][CH2:21][O:22][CH3:23])[C:17]([NH:29][C:30]3[CH:38]=[C:37]4[C:33]([C:34](=[O:47])[N:35]([CH3:46])[N:36]4[C:39]([O:41][C:42]([CH3:43])([CH3:44])[CH3:45])=[O:40])=[CH:32][CH:31]=3)=[O:18])[C:10](=[O:24])[CH:9]=2)[CH:7]=1. (9) Given the reactants [CH2:1]([NH:8][C:9]1[C:18]2[C:13](=[CH:14][CH:15]=[CH:16][CH:17]=2)[N:12]=[C:11]([NH2:19])[N:10]=1)[C:2]1[CH:7]=[CH:6][CH:5]=[CH:4][CH:3]=1.CCN(CC)CC.[C:27](Cl)(=[O:34])[C:28]1[CH:33]=[CH:32][CH:31]=[CH:30][CH:29]=1, predict the reaction product. The product is: [CH2:1]([NH:8][C:9]1[C:18]2[C:13](=[CH:14][CH:15]=[CH:16][CH:17]=2)[N:12]=[C:11]([NH:19][C:27](=[O:34])[C:28]2[CH:33]=[CH:32][CH:31]=[CH:30][CH:29]=2)[N:10]=1)[C:2]1[CH:3]=[CH:4][CH:5]=[CH:6][CH:7]=1. (10) Given the reactants [NH2:1][C:2]1[CH:11]=[CH:10][C:9]([Br:12])=[CH:8][C:3]=1[C:4](OC)=[O:5].C(O[AlH-](OC(C)(C)C)OC(C)(C)C)(C)(C)C.[Li+], predict the reaction product. The product is: [NH2:1][C:2]1[CH:11]=[CH:10][C:9]([Br:12])=[CH:8][C:3]=1[CH2:4][OH:5].